This data is from Forward reaction prediction with 1.9M reactions from USPTO patents (1976-2016). The task is: Predict the product of the given reaction. (1) Given the reactants [CH2:1]([O:3][CH:4]([O:31][CH2:32][CH3:33])[CH2:5][N:6]1[C:14]2[C:9](=[CH:10][CH:11]=[CH:12][CH:13]=2)[C:8]([CH2:26][C:27]([OH:29])=O)([NH:15][C:16]([NH:18][C:19]2[CH:24]=[CH:23][C:22]([CH3:25])=[CH:21][CH:20]=2)=[O:17])[C:7]1=[O:30])[CH3:2].[NH2:34][C:35]1[CH:42]=[CH:41][C:38]([CH2:39][OH:40])=[CH:37][CH:36]=1.Cl.C(N=C=NCCCN(C)C)C.O, predict the reaction product. The product is: [CH2:1]([O:3][CH:4]([O:31][CH2:32][CH3:33])[CH2:5][N:6]1[C:14]2[C:13](=[CH:12][CH:11]=[CH:10][CH:9]=2)[C@@:8]([CH2:26][C:27]([NH:34][C:35]2[CH:42]=[CH:41][C:38]([CH2:39][OH:40])=[CH:37][CH:36]=2)=[O:29])([NH:15][C:16]([NH:18][C:19]2[CH:20]=[CH:21][C:22]([CH3:25])=[CH:23][CH:24]=2)=[O:17])[C:7]1=[O:30])[CH3:2]. (2) Given the reactants FC(F)(F)S(O[C:7]1[CH2:8][CH2:9][N:10]([C:13]([O:15][C:16]([CH3:19])([CH3:18])[CH3:17])=[O:14])[CH2:11][CH:12]=1)(=O)=O.[CH:22]([C:25]1[CH:26]=[C:27](B(O)O)[CH:28]=[CH:29][CH:30]=1)([CH3:24])[CH3:23].P([O-])([O-])([O-])=O.[K+].[K+].[K+].O1CCCC1, predict the reaction product. The product is: [CH:22]([C:25]1[CH:30]=[C:29]([C:7]2[CH2:8][CH2:9][N:10]([C:13]([O:15][C:16]([CH3:19])([CH3:18])[CH3:17])=[O:14])[CH2:11][CH:12]=2)[CH:28]=[CH:27][CH:26]=1)([CH3:24])[CH3:23]. (3) Given the reactants OC1C=CC=C2C=1N=CC=C2.[CH:12]1[CH:17]=[C:16]([NH:18]/[N:19]=[C:20]2\[CH:21]=[CH:22][CH:23]=[CH:24][C:25]\2=O)[C:15](O)=[CH:14][CH:13]=1.[Al+3].[Cl-].[Cl-].[Cl-].N1CCCCC1.[Al](Cl)(Cl)Cl.O.O.O.O.O.O, predict the reaction product. The product is: [N:18]([C:16]1[CH:15]=[CH:14][CH:13]=[CH:12][CH:17]=1)=[N:19][C:20]1[CH:21]=[CH:22][CH:23]=[CH:24][CH:25]=1. (4) Given the reactants [CH3:1][C:2]1([CH3:20])[CH2:11][C:10]2[N:9]=[CH:8][C:7]3[NH:12][C:13]4[CH:14]=[CH:15][CH:16]=[CH:17][C:18]=4[C:6]=3[C:5]=2[C:4](=O)[CH2:3]1.O.NN.[OH-].[K+], predict the reaction product. The product is: [CH3:1][C:2]1([CH3:20])[CH2:11][C:10]2[N:9]=[CH:8][C:7]3[NH:12][C:13]4[CH:14]=[CH:15][CH:16]=[CH:17][C:18]=4[C:6]=3[C:5]=2[CH2:4][CH2:3]1. (5) Given the reactants [CH2:1]([N:3]([CH2:18][CH3:19])[CH2:4][CH2:5][N:6]1[C:14]2[C:9](=[CH:10][C:11]([N+:15]([O-])=O)=[CH:12][CH:13]=2)[CH:8]=[CH:7]1)[CH3:2], predict the reaction product. The product is: [CH2:18]([N:3]([CH2:1][CH3:2])[CH2:4][CH2:5][N:6]1[C:14]2[C:9](=[CH:10][C:11]([NH2:15])=[CH:12][CH:13]=2)[CH:8]=[CH:7]1)[CH3:19].